Dataset: Full USPTO retrosynthesis dataset with 1.9M reactions from patents (1976-2016). Task: Predict the reactants needed to synthesize the given product. (1) The reactants are: C[O:2][C:3](=[O:38])[C@@H:4]([NH:14][C:15]([C:17]1[S:18][C:19]([C:25](=[O:37])[NH:26][CH2:27][C:28]2[CH:36]=[CH:35][CH:34]=[C:33]3[C:29]=2[CH:30]=[N:31][NH:32]3)=[CH:20][C:21]=1[CH:22]([CH3:24])[CH3:23])=[O:16])[CH2:5][NH:6][C:7]([C:9]1[S:10][CH:11]=[CH:12][CH:13]=1)=[O:8].O.[OH-].[Li+].Cl. Given the product [NH:32]1[C:33]2[C:29](=[C:28]([CH2:27][NH:26][C:25]([C:19]3[S:18][C:17]([C:15]([NH:14][C@@H:4]([CH2:5][NH:6][C:7]([C:9]4[S:10][CH:11]=[CH:12][CH:13]=4)=[O:8])[C:3]([OH:38])=[O:2])=[O:16])=[C:21]([CH:22]([CH3:24])[CH3:23])[CH:20]=3)=[O:37])[CH:36]=[CH:35][CH:34]=2)[CH:30]=[N:31]1, predict the reactants needed to synthesize it. (2) Given the product [C:5]([OH:7])(=[O:6])[CH3:4].[NH2:36][C:34]([C:29]1[CH:30]=[N:31][C:32]2[C:27]([C:28]=1[NH:1][C:2]1[CH:3]=[C:4]([CH:8]=[C:9]([C:11]([CH3:13])=[CH2:12])[CH:10]=1)[C:5]([OH:7])=[O:6])=[CH:26][CH:25]=[C:24]([C:19]1[C:20]([O:22][CH3:23])=[N:21][C:16]([O:15][CH3:14])=[N:17][CH:18]=1)[CH:33]=2)=[O:35], predict the reactants needed to synthesize it. The reactants are: [NH2:1][C:2]1[CH:3]=[C:4]([CH:8]=[C:9]([C:11]([CH3:13])=[CH2:12])[CH:10]=1)[C:5]([OH:7])=[O:6].[CH3:14][O:15][C:16]1[N:21]=[C:20]([O:22][CH3:23])[C:19]([C:24]2[CH:33]=[C:32]3[C:27]([C:28](Cl)=[C:29]([C:34]([NH2:36])=[O:35])[CH:30]=[N:31]3)=[CH:26][CH:25]=2)=[CH:18][N:17]=1. (3) Given the product [C:18]1([C:21]2[CH:22]=[CH:23][CH:24]=[CH:25][CH:26]=2)[CH:19]=[CH:20][C:15]([CH2:14][C@@H:13]([NH:27][C:28]([C:30]2[O:35][C:34]([C:36]([OH:38])=[O:37])=[CH:33][C:32](=[O:39])[CH:31]=2)=[O:29])[CH2:12][C@H:11]([C:9]([OH:10])=[O:8])[CH3:40])=[CH:16][CH:17]=1, predict the reactants needed to synthesize it. The reactants are: C([O:8][C:9]([C@H:11]([CH3:40])[CH2:12][C@H:13]([NH:27][C:28]([C:30]1[O:35][C:34]([C:36]([OH:38])=[O:37])=[CH:33][C:32](=[O:39])[CH:31]=1)=[O:29])[CH2:14][C:15]1[CH:20]=[CH:19][C:18]([C:21]2[CH:26]=[CH:25][CH:24]=[CH:23][CH:22]=2)=[CH:17][CH:16]=1)=[O:10])C1C=CC=CC=1.B(Cl)(Cl)Cl.Cl. (4) Given the product [NH2:12][C:10]1[O:11][C:7]2[CH:6]=[C:5]([CH2:3][OH:2])[CH:14]=[C:13]([C:15]3[CH:20]=[CH:19][CH:18]=[C:17]([Cl:21])[CH:16]=3)[C:8]=2[N:9]=1, predict the reactants needed to synthesize it. The reactants are: C[O:2][C:3]([C:5]1[CH:14]=[C:13]([C:15]2[CH:20]=[CH:19][CH:18]=[C:17]([Cl:21])[CH:16]=2)[C:8]2[N:9]=[C:10]([NH2:12])[O:11][C:7]=2[CH:6]=1)=O.[Li+].[BH4-].CCOCC.CCCCCC. (5) Given the product [Br:8][C:6]1[N:7]=[C:2]([N:21]2[C:22]3[C:18](=[CH:17][C:16]([Cl:15])=[CH:24][C:23]=3[Cl:25])[CH2:19][CH2:20]2)[C:3](=[O:14])[N:4]([CH:9]([CH2:12][CH3:13])[CH2:10][CH3:11])[CH:5]=1, predict the reactants needed to synthesize it. The reactants are: Br[C:2]1[C:3](=[O:14])[N:4]([CH:9]([CH2:12][CH3:13])[CH2:10][CH3:11])[CH:5]=[C:6]([Br:8])[N:7]=1.[Cl:15][C:16]1[CH:17]=[C:18]2[C:22](=[C:23]([Cl:25])[CH:24]=1)[NH:21][CH2:20][CH2:19]2. (6) The reactants are: Cl[C:2]1[C:7]([N+:8]([O-:10])=[O:9])=[C:6]([NH2:11])[CH:5]=[CH:4][N:3]=1.[F:12][C:13]1[CH:14]=[C:15](B(O)O)[CH:16]=[CH:17][CH:18]=1.C([O-])([O-])=O.[Na+].[Na+].C1(C)C=CC=CC=1. Given the product [F:12][C:13]1[CH:18]=[C:17]([C:2]2[C:7]([N+:8]([O-:10])=[O:9])=[C:6]([NH2:11])[CH:5]=[CH:4][N:3]=2)[CH:16]=[CH:15][CH:14]=1, predict the reactants needed to synthesize it. (7) Given the product [Br:1][C:2]1[CH:3]=[CH:4][C:5]2[NH:9][C:8]([C@H:12]([NH:11][C:10]([NH:47][C@H:48]3[CH2:53][CH2:52][C@H:51]([OH:54])[CH2:50][CH2:49]3)=[O:22])[CH2:13][C:14]3[CH:15]=[CH:16][C:17]([O:20][CH3:21])=[CH:18][CH:19]=3)=[N:7][C:6]=2[CH:23]=1, predict the reactants needed to synthesize it. The reactants are: [Br:1][C:2]1[CH:3]=[CH:4][C:5]2[N:9]3[C:10](=[O:22])[NH:11][C@H:12]([CH2:13][C:14]4[CH:19]=[CH:18][C:17]([O:20][CH3:21])=[CH:16][CH:15]=4)[C:8]3=[N:7][C:6]=2[CH:23]=1.BrC1C=CC2N=C3[C@@H](CC4C=CC(OC)=CC=4)NC(=O)N3C=2C=1.[NH2:47][C@H:48]1[CH2:53][CH2:52][C@H:51]([OH:54])[CH2:50][CH2:49]1.C(O)(C(F)(F)F)=O. (8) Given the product [Br:1][C:2]1[CH:3]=[C:4]2[C:8](=[CH:9][CH:10]=1)[C@@H:7]([N:11]1[C:15]3=[N:16][C:17]([CH2:21][C:22]4[O:23][C:26]([CH2:27][CH3:28])=[N:25][N:24]=4)=[CH:18][C:19]([CH3:20])=[C:14]3[N:13]=[C:12]1[CH2:30][CH3:31])[CH2:6][CH2:5]2, predict the reactants needed to synthesize it. The reactants are: [Br:1][C:2]1[CH:3]=[C:4]2[C:8](=[CH:9][CH:10]=1)[C@@H:7]([N:11]1[C:15]3=[N:16][C:17]([CH2:21][C:22]([NH:24][NH:25][C:26](=O)[CH2:27][CH3:28])=[O:23])=[CH:18][C:19]([CH3:20])=[C:14]3[N:13]=[C:12]1[CH2:30][CH3:31])[CH2:6][CH2:5]2.CCN(C(C)C)C(C)C.O=P(Cl)(Cl)Cl. (9) The reactants are: [H-].[Na+].[C:3]([C:12]1[CH:17]=[CH:16][C:15](O)=[CH:14][CH:13]=1)([C:5]1[CH:10]=[CH:9][C:8]([OH:11])=[CH:7][CH:6]=1)=C.ClC[C@H:21]1[CH2:25][O:24][C:23]([CH3:27])([CH3:26])[O:22]1.Cl[CH2:29][C@@H]1COC(C)(C)O1.CN(C)[CH:39]=[O:40]. Given the product [CH3:26][C:23]1([CH3:27])[O:24][CH:25]([CH2:39][O:40][C:17]2([CH:12]=[CH:3][C:5]3[CH:6]=[CH:7][C:8]([OH:11])=[CH:9][CH:10]=3)[CH:16]=[CH:15][CH:14]=[CH:13][CH2:29]2)[CH2:21][O:22]1, predict the reactants needed to synthesize it.